Predict the reactants needed to synthesize the given product. From a dataset of Full USPTO retrosynthesis dataset with 1.9M reactions from patents (1976-2016). (1) Given the product [S-:1][C:2]#[N:3].[CH3:4][N:5]([CH3:6])[C:7](=[N+:13]([CH3:14])[CH3:12])[N:9]([CH3:11])[CH3:10], predict the reactants needed to synthesize it. The reactants are: [S-:1][C:2]#[N:3].[CH3:4][N:5]([C+:7]([N:9]([CH3:11])[CH3:10])Cl)[CH3:6].[CH3:12][N-:13][CH3:14].[Li+]. (2) Given the product [CH3:4][C:2]([Si:5]([CH3:25])([CH3:24])[O:6][C@H:7]1[CH2:11][CH2:10][N:9]([C:12]([O:14][C:15]([CH3:17])([CH3:16])[CH3:18])=[O:13])[C@@H:8]1[CH2:19][OH:20])([CH3:1])[CH3:3], predict the reactants needed to synthesize it. The reactants are: [CH3:1][C:2]([Si:5]([CH3:25])([CH3:24])[O:6][C@H:7]1[CH2:11][CH2:10][N:9]([C:12]([O:14][C:15]([CH3:18])([CH3:17])[CH3:16])=[O:13])[C@@H:8]1[C:19](OCC)=[O:20])([CH3:4])[CH3:3].OC[C@@H]1[C@@H](C)CCN1C(OC(C)(C)C)=O. (3) Given the product [N:1]([C:2]1[CH:9]=[CH:8][C:5]([C:6]#[N:7])=[C:4]([C:10]([F:11])([F:13])[F:12])[N:3]=1)=[C:14]=[S:15], predict the reactants needed to synthesize it. The reactants are: [NH2:1][C:2]1[CH:9]=[CH:8][C:5]([C:6]#[N:7])=[C:4]([C:10]([F:13])([F:12])[F:11])[N:3]=1.[C:14](Cl)(Cl)=[S:15]. (4) Given the product [CH2:32]([CH:3]([CH2:1][CH3:2])[C:4]([NH:6][C:7]1[CH:12]=[CH:11][C:10]([N:13]2[CH2:18][CH2:17][CH:16]([CH:19]([C:24]3[CH:29]=[CH:28][CH:27]=[CH:26][CH:25]=3)[CH2:20][CH2:21][CH2:22][CH3:23])[CH2:15][CH2:14]2)=[C:9]([F:31])[CH:8]=1)=[O:5])[CH3:33], predict the reactants needed to synthesize it. The reactants are: [CH2:1]([CH:3]([CH2:32][CH3:33])[C:4]([NH:6][C:7]1[CH:12]=[CH:11][C:10]([N:13]2[CH2:18][CH2:17][CH:16]([C:19](O)([C:24]3[CH:29]=[CH:28][CH:27]=[CH:26][CH:25]=3)[CH2:20][CH2:21][CH2:22][CH3:23])[CH2:15][CH2:14]2)=[C:9]([F:31])[CH:8]=1)=[O:5])[CH3:2].[SiH](CC)(CC)CC.C(O)(C(F)(F)F)=O. (5) Given the product [C:1]([C:5]1[N:9]([CH2:10][C@H:11]2[CH2:16][CH2:15][CH2:14][CH2:13][N:12]2[CH3:17])[C:8]2[CH:18]=[CH:19][C:20]([N:22]([CH3:23])[S:49]([C:46]3[CH:45]=[CH:44][C:43]([NH:42][C:39](=[O:41])[CH3:40])=[CH:48][CH:47]=3)(=[O:51])=[O:50])=[CH:21][C:7]=2[N:6]=1)([CH3:4])([CH3:3])[CH3:2], predict the reactants needed to synthesize it. The reactants are: [C:1]([C:5]1[N:9]([CH2:10][C@H:11]2[CH2:16][CH2:15][CH2:14][CH2:13][N:12]2[CH3:17])[C:8]2[CH:18]=[CH:19][C:20]([NH:22][C:23](=O)OC)=[CH:21][C:7]=2[N:6]=1)([CH3:4])([CH3:3])[CH3:2].Cl.CCOCC.[H-].[H-].[H-].[H-].[Li+].[Al+3].[C:39]([NH:42][C:43]1[CH:48]=[CH:47][C:46]([S:49](Cl)(=[O:51])=[O:50])=[CH:45][CH:44]=1)(=[O:41])[CH3:40]. (6) Given the product [C:1]([O:5][C:6]([N:8]1[CH2:13][CH2:12][CH2:11][C:10]([NH2:17])([CH2:14][CH2:15][OH:16])[CH2:9]1)=[O:7])([CH3:4])([CH3:2])[CH3:3], predict the reactants needed to synthesize it. The reactants are: [C:1]([O:5][C:6]([N:8]1[CH2:13][CH2:12][CH2:11][C:10]([NH:17]C(OCC2C=CC=CC=2)=O)([CH2:14][CH2:15][OH:16])[CH2:9]1)=[O:7])([CH3:4])([CH3:3])[CH3:2]. (7) Given the product [F:1][C:2]1[CH:11]=[C:10]2[C:5](=[CH:4][CH:3]=1)[CH2:6][CH2:7][CH:8]=[C:9]2[CH3:13], predict the reactants needed to synthesize it. The reactants are: [F:1][C:2]1[CH:11]=[C:10]2[C:5]([CH2:6][CH2:7][CH2:8][C:9]2=O)=[CH:4][CH:3]=1.[CH3:13][Mg]I. (8) Given the product [ClH:25].[N:1]12[CH2:8][CH2:7][CH:4]([CH2:5][CH2:6]1)[C@H:3]([NH:9][C:10]([C:12]1[CH:13]=[CH:14][CH:15]=[C:16]3[O:20][C:19]([CH:21]4[CH2:22][CH2:23][CH2:24]4)=[N:18][C:17]=13)=[O:11])[CH2:2]2, predict the reactants needed to synthesize it. The reactants are: [N:1]12[CH2:8][CH2:7][CH:4]([CH2:5][CH2:6]1)[C@H:3]([NH:9][C:10]([C:12]1[CH:13]=[CH:14][CH:15]=[C:16]3[O:20][C:19]([CH:21]4[CH2:24][CH2:23][CH2:22]4)=[N:18][C:17]=13)=[O:11])[CH2:2]2.[ClH:25]. (9) Given the product [Cl:1][C:2]1[CH:3]=[C:4]([CH:19]=[CH:20][C:21]=1[C:22]([N:25]1[CH2:29][CH:28]=[CH:27][CH2:26]1)=[O:24])[C:5]([NH:7][CH2:8][C:9]1[NH:13][C:12]2[CH:14]=[CH:15][C:16]([Cl:18])=[CH:17][C:11]=2[N:10]=1)=[O:6], predict the reactants needed to synthesize it. The reactants are: [Cl:1][C:2]1[CH:3]=[C:4]([CH:19]=[CH:20][C:21]=1[C:22]([OH:24])=O)[C:5]([NH:7][CH2:8][C:9]1[NH:13][C:12]2[CH:14]=[CH:15][C:16]([Cl:18])=[CH:17][C:11]=2[N:10]=1)=[O:6].[NH:25]1[CH2:29][CH:28]=[CH:27][CH2:26]1.CN(C(ON1N=NC2C=CC=CC1=2)=[N+](C)C)C.[B-](F)(F)(F)F.C(N(CC)CC)C. (10) Given the product [C:35]([C:30]1[CH:31]=[CH:32][CH:33]=[CH:34][C:29]=1[C:4]1[CH:5]=[CH:6][C:7]([CH2:8][C:9]2[C:10](=[O:28])[N:11]([C@H:21]3[CH2:26][CH2:25][C@H:24]([O:27][CH:39]([CH2:45][CH:46]=[CH2:47])[C:40]([O:42][CH2:43][CH3:44])=[O:41])[CH2:23][CH2:22]3)[C:12]3[N:13]([N:18]=[CH:19][N:20]=3)[C:14]=2[CH2:15][CH2:16][CH3:17])=[C:2]([F:1])[CH:3]=1)#[N:36], predict the reactants needed to synthesize it. The reactants are: [F:1][C:2]1[CH:3]=[C:4]([C:29]2[C:30]([C:35]#[N:36])=[CH:31][CH:32]=[CH:33][CH:34]=2)[CH:5]=[CH:6][C:7]=1[CH2:8][C:9]1[C:10](=[O:28])[N:11]([C@H:21]2[CH2:26][CH2:25][C@H:24]([OH:27])[CH2:23][CH2:22]2)[C:12]2[N:13]([N:18]=[CH:19][N:20]=2)[C:14]=1[CH2:15][CH2:16][CH3:17].[N+](=[C:39]([CH2:45][CH:46]=[CH2:47])[C:40]([O:42][CH2:43][CH3:44])=[O:41])=[N-].